Dataset: Catalyst prediction with 721,799 reactions and 888 catalyst types from USPTO. Task: Predict which catalyst facilitates the given reaction. (1) Reactant: CC1(C)[O:7][C:6](=[O:8])[CH:5]([CH2:9][C:10]2[CH:11]=[C:12]([CH:15]=[CH:16][CH:17]=2)[C:13]#[N:14])[C:4](=[O:18])[O:3]1.C(O)(C(F)(F)F)=O.[O-]S([O-])(=O)=O.[Ca+2]. Product: [C:13]([C:12]1[CH:11]=[C:10]([CH:17]=[CH:16][CH:15]=1)[CH2:9][CH:5]([C:4]([OH:18])=[O:3])[C:6]([OH:8])=[O:7])#[N:14]. The catalyst class is: 6. (2) Reactant: [O:1]1[C:10]2[CH:9]=[C:8]([CH:11](O)[CH2:12][Si](C)(C)C)[N:7]=[CH:6][C:5]=2[O:4][CH2:3][CH2:2]1.CC(C)([O-])C.[K+]. Product: [CH:11]([C:8]1[N:7]=[CH:6][C:5]2[O:4][CH2:3][CH2:2][O:1][C:10]=2[CH:9]=1)=[CH2:12]. The catalyst class is: 7. (3) Reactant: [Br:1][C:2]1[CH:7]=[CH:6][C:5]([C:8]2[O:12][N:11]=[C:10]([CH3:13])[C:9]=2C(O)=O)=[CH:4][CH:3]=1.C([N:19]([CH2:22]C)CC)C.C1(P(N=[N+]=[N-])(C2C=CC=CC=2)=[O:31])C=CC=CC=1.[C:41]([NH2:45])([CH3:44])([CH3:43])[CH3:42]. Product: [Br:1][C:2]1[CH:3]=[CH:4][C:5]([C:8]2[O:12][N:11]=[C:10]([CH3:13])[C:9]=2[NH:19][C:22]([NH:45][C:41]([CH3:44])([CH3:43])[CH3:42])=[O:31])=[CH:6][CH:7]=1. The catalyst class is: 11. (4) Reactant: [ClH:1].[OH:2][C:3]1([CH3:17])[CH2:8][CH2:7][CH:6]([NH:9]C(=O)OC(C)(C)C)[CH2:5][CH2:4]1. Product: [ClH:1].[NH2:9][CH:6]1[CH2:7][CH2:8][C:3]([CH3:17])([OH:2])[CH2:4][CH2:5]1. The catalyst class is: 12. (5) Reactant: [F:1][C@@H:2]1[CH2:6][CH2:5][N:4]([CH2:7][C@H:8]([NH:10][C:11]([C:13]2[C:21]3[C:16](=[N:17][CH:18]=[C:19]([C:22]4[C:30]5[C:25](=[CH:26][C:27]([Cl:31])=[CH:28][CH:29]=5)[N:24]([CH3:32])[N:23]=4)[N:20]=3)[N:15](COCC[Si](C)(C)C)[CH:14]=2)=[O:12])[CH3:9])[CH2:3]1.FC(F)(F)C(O)=O.C(N)CN.O. Product: [F:1][C@@H:2]1[CH2:6][CH2:5][N:4]([CH2:7][C@H:8]([NH:10][C:11]([C:13]2[C:21]3[C:16](=[N:17][CH:18]=[C:19]([C:22]4[C:30]5[C:25](=[CH:26][C:27]([Cl:31])=[CH:28][CH:29]=5)[N:24]([CH3:32])[N:23]=4)[N:20]=3)[NH:15][CH:14]=2)=[O:12])[CH3:9])[CH2:3]1. The catalyst class is: 96. (6) Reactant: [CH2:1]([O:3][C:4]([N:6]1[CH:11]2[CH2:12][CH2:13][CH:7]1[CH2:8][CH:9]([N:14]1[CH2:19][CH2:18][CH:17]([NH:20][C:21]3[CH:26]=[CH:25][C:24]([F:27])=[CH:23][CH:22]=3)[CH2:16][CH2:15]1)[CH2:10]2)=[O:5])[CH3:2].[CH3:28][S:29](Cl)(=[O:31])=[O:30]. Product: [CH2:1]([O:3][C:4]([N:6]1[CH:11]2[CH2:12][CH2:13][CH:7]1[CH2:8][CH:9]([N:14]1[CH2:15][CH2:16][CH:17]([N:20]([C:21]3[CH:22]=[CH:23][C:24]([F:27])=[CH:25][CH:26]=3)[S:29]([CH3:28])(=[O:31])=[O:30])[CH2:18][CH2:19]1)[CH2:10]2)=[O:5])[CH3:2]. The catalyst class is: 2.